From a dataset of Full USPTO retrosynthesis dataset with 1.9M reactions from patents (1976-2016). Predict the reactants needed to synthesize the given product. (1) Given the product [C:1]([N:9]1[C:15]2[CH:16]=[CH:17][CH:18]=[CH:19][C:14]=2[CH2:13][N:12]([S:20]([C:23]2[CH:24]=[CH:25][C:26]([O:29][CH2:30][CH:31]=[C:32]=[CH:33][CH3:34])=[CH:27][CH:28]=2)(=[O:21])=[O:22])[CH:11]([C:35]([NH:39][OH:38])=[O:37])[CH2:10]1)(=[O:8])[C:2]1[CH:3]=[CH:4][CH:5]=[CH:6][CH:7]=1, predict the reactants needed to synthesize it. The reactants are: [C:1]([N:9]1[C:15]2[CH:16]=[CH:17][CH:18]=[CH:19][C:14]=2[CH2:13][N:12]([S:20]([C:23]2[CH:28]=[CH:27][C:26]([O:29][CH2:30][CH:31]=[C:32]=[CH:33][CH3:34])=[CH:25][CH:24]=2)(=[O:22])=[O:21])[CH:11]([C:35]([OH:37])=O)[CH2:10]1)(=[O:8])[C:2]1[CH:7]=[CH:6][CH:5]=[CH:4][CH:3]=1.[OH:38][N:39]1C2C=CC=CC=2N=N1.Cl.CN(C)CCCN=C=NCC.NO. (2) Given the product [Cl:13][C:14]1[N:15]=[N:16][C:17]([CH2:20][Cl:1])=[CH:18][CH:19]=1, predict the reactants needed to synthesize it. The reactants are: [Cl:1]N1C(=O)N(Cl)C(=O)N(Cl)C1=O.[Cl:13][C:14]1[N:15]=[N:16][C:17]([CH3:20])=[CH:18][CH:19]=1. (3) Given the product [Br:26][CH2:2][CH2:3][O:4][CH2:5][CH2:6][CH2:7][CH2:8][N:9]([CH:13]1[CH2:18][CH2:17][N:16]([CH2:19][C:20]2[CH:25]=[CH:24][CH:23]=[CH:22][CH:21]=2)[CH2:15][CH2:14]1)[CH:10]([CH3:12])[CH3:11], predict the reactants needed to synthesize it. The reactants are: O[CH2:2][CH2:3][O:4][CH2:5][CH2:6][CH2:7][CH2:8][N:9]([CH:13]1[CH2:18][CH2:17][N:16]([CH2:19][C:20]2[CH:25]=[CH:24][CH:23]=[CH:22][CH:21]=2)[CH2:15][CH2:14]1)[CH:10]([CH3:12])[CH3:11].[Br:26]P(Br)(C1C=CC=CC=1)(C1C=CC=CC=1)C1C=CC=CC=1. (4) Given the product [NH2:1][C:2]1[C:11]2[C:6](=[CH:7][CH:8]=[CH:9][C:10]=2[O:12][CH2:13][C@@H:14]([NH:18][C:28](=[O:29])[C:27]2[CH:31]=[CH:32][CH:33]=[CH:34][C:26]=2[OH:25])[CH:15]([CH3:17])[CH3:16])[N:5]=[C:4]([CH3:19])[C:3]=1[C:20]([O:22][CH2:23][CH3:24])=[O:21], predict the reactants needed to synthesize it. The reactants are: [NH2:1][C:2]1[C:11]2[C:6](=[CH:7][CH:8]=[CH:9][C:10]=2[O:12][CH2:13][C@@H:14]([NH2:18])[CH:15]([CH3:17])[CH3:16])[N:5]=[C:4]([CH3:19])[C:3]=1[C:20]([O:22][CH2:23][CH3:24])=[O:21].[OH:25][C:26]1[CH:34]=[CH:33][CH:32]=[CH:31][C:27]=1[C:28](O)=[O:29]. (5) Given the product [C:16]([O:15][C:13]([NH:1][CH:2]1[CH2:7][CH2:6][CH:5]([C:8]([OH:10])=[O:9])[CH2:4][CH2:3]1)=[O:14])([CH3:19])([CH3:18])[CH3:17], predict the reactants needed to synthesize it. The reactants are: [NH2:1][C@@H:2]1[CH2:7][CH2:6][C@H:5]([C:8]([OH:10])=[O:9])[CH2:4][CH2:3]1.[OH-].[K+].[C:13](O[C:13]([O:15][C:16]([CH3:19])([CH3:18])[CH3:17])=[O:14])([O:15][C:16]([CH3:19])([CH3:18])[CH3:17])=[O:14].